This data is from NCI-60 drug combinations with 297,098 pairs across 59 cell lines. The task is: Regression. Given two drug SMILES strings and cell line genomic features, predict the synergy score measuring deviation from expected non-interaction effect. (1) Drug 2: C1CN(P(=O)(OC1)NCCCl)CCCl. Cell line: SK-MEL-5. Synergy scores: CSS=16.7, Synergy_ZIP=-2.82, Synergy_Bliss=1.37, Synergy_Loewe=-29.7, Synergy_HSA=0.613. Drug 1: CN(CCCl)CCCl.Cl. (2) Drug 1: CS(=O)(=O)C1=CC(=C(C=C1)C(=O)NC2=CC(=C(C=C2)Cl)C3=CC=CC=N3)Cl. Drug 2: CC(CN1CC(=O)NC(=O)C1)N2CC(=O)NC(=O)C2. Cell line: TK-10. Synergy scores: CSS=13.4, Synergy_ZIP=-2.16, Synergy_Bliss=0.627, Synergy_Loewe=-0.0941, Synergy_HSA=0.926. (3) Drug 1: C1=NC2=C(N1)C(=S)N=C(N2)N. Drug 2: CC1=C(N=C(N=C1N)C(CC(=O)N)NCC(C(=O)N)N)C(=O)NC(C(C2=CN=CN2)OC3C(C(C(C(O3)CO)O)O)OC4C(C(C(C(O4)CO)O)OC(=O)N)O)C(=O)NC(C)C(C(C)C(=O)NC(C(C)O)C(=O)NCCC5=NC(=CS5)C6=NC(=CS6)C(=O)NCCC[S+](C)C)O. Cell line: CAKI-1. Synergy scores: CSS=55.1, Synergy_ZIP=-7.29, Synergy_Bliss=-2.55, Synergy_Loewe=1.27, Synergy_HSA=3.14. (4) Drug 1: CC1=C(N=C(N=C1N)C(CC(=O)N)NCC(C(=O)N)N)C(=O)NC(C(C2=CN=CN2)OC3C(C(C(C(O3)CO)O)O)OC4C(C(C(C(O4)CO)O)OC(=O)N)O)C(=O)NC(C)C(C(C)C(=O)NC(C(C)O)C(=O)NCCC5=NC(=CS5)C6=NC(=CS6)C(=O)NCCC[S+](C)C)O. Drug 2: COCCOC1=C(C=C2C(=C1)C(=NC=N2)NC3=CC=CC(=C3)C#C)OCCOC.Cl. Cell line: NCI/ADR-RES. Synergy scores: CSS=55.4, Synergy_ZIP=-1.47, Synergy_Bliss=-3.88, Synergy_Loewe=-13.0, Synergy_HSA=-1.39. (5) Drug 1: C1CN1P(=S)(N2CC2)N3CC3. Drug 2: C1CN(P(=O)(OC1)NCCCl)CCCl. Cell line: K-562. Synergy scores: CSS=22.8, Synergy_ZIP=-4.59, Synergy_Bliss=-0.243, Synergy_Loewe=-47.8, Synergy_HSA=-4.73.